From a dataset of Full USPTO retrosynthesis dataset with 1.9M reactions from patents (1976-2016). Predict the reactants needed to synthesize the given product. (1) Given the product [CH3:1][N:2]1[CH2:3][CH2:4][CH:5]([C:8]2[C:16]3[C:11](=[CH:12][CH:13]=[C:14]([O:17][S:18]([C:21]4[CH:22]=[CH:23][C:24]([NH2:27])=[CH:25][CH:26]=4)(=[O:20])=[O:19])[CH:15]=3)[NH:10][CH:9]=2)[CH2:6][CH2:7]1, predict the reactants needed to synthesize it. The reactants are: [CH3:1][N:2]1[CH2:7][CH2:6][CH:5]([C:8]2[C:16]3[C:11](=[CH:12][CH:13]=[C:14]([O:17][S:18]([C:21]4[CH:26]=[CH:25][C:24]([N+:27]([O-])=O)=[CH:23][CH:22]=4)(=[O:20])=[O:19])[CH:15]=3)[NH:10][CH:9]=2)[CH2:4][CH2:3]1. (2) Given the product [Br:31][CH2:16][CH2:15][C:11]1[CH:10]=[C:9]([NH:8][C:5]2[N:4]=[C:3]([NH:18][CH2:19][CH2:20][CH2:21][C:22]3[CH:23]=[C:24]([OH:28])[CH:25]=[CH:26][CH:27]=3)[C:2]([Cl:1])=[CH:7][N:6]=2)[CH:14]=[CH:13][CH:12]=1, predict the reactants needed to synthesize it. The reactants are: [Cl:1][C:2]1[C:3]([NH:18][CH2:19][CH2:20][CH2:21][C:22]2[CH:27]=[CH:26][CH:25]=[C:24]([O:28]C)[CH:23]=2)=[N:4][C:5]([NH:8][C:9]2[CH:10]=[C:11]([CH2:15][CH2:16]O)[CH:12]=[CH:13][CH:14]=2)=[N:6][CH:7]=1.B(Br)(Br)[Br:31].C([O-])([O-])=O.[Na+].[Na+]. (3) Given the product [ClH:1].[C:15]([C:19]1[N:24]=[C:23]([N:25]2[CH2:30][CH2:29][N:28]([CH2:2][CH2:3][CH2:4][CH2:5][N:6]3[C:11](=[O:12])[NH:10][C:9](=[O:13])[C:8]([CH3:14])=[N:7]3)[CH2:27][CH2:26]2)[CH:22]=[C:21]([CH2:31][CH2:32][CH3:33])[N:20]=1)([CH3:18])([CH3:17])[CH3:16], predict the reactants needed to synthesize it. The reactants are: [Cl:1][CH2:2][CH2:3][CH2:4][CH2:5][N:6]1[C:11](=[O:12])[NH:10][C:9](=[O:13])[C:8]([CH3:14])=[N:7]1.[C:15]([C:19]1[N:24]=[C:23]([N:25]2[CH2:30][CH2:29][NH:28][CH2:27][CH2:26]2)[CH:22]=[C:21]([CH2:31][CH2:32][CH3:33])[N:20]=1)([CH3:18])([CH3:17])[CH3:16]. (4) Given the product [Br:1][C:2]1[C:3]([N:12]2[CH2:17][CH2:16][N:15]([CH2:18][C:19]3[N:23]([CH3:24])[CH:22]=[N:21][CH:20]=3)[CH2:14][CH2:13]2)=[C:4]2[N:9]=[C:39]([C:38]3[CH:37]=[CH:36][C:35]([CH2:34][N:31]4[CH2:32][CH2:33][O:28][CH2:29][CH2:30]4)=[CH:42][CH:41]=3)[NH:8][C:5]2=[N:6][CH:7]=1, predict the reactants needed to synthesize it. The reactants are: [Br:1][C:2]1[C:3]([N:12]2[CH2:17][CH2:16][N:15]([CH2:18][C:19]3[N:23]([CH3:24])[CH:22]=[N:21][CH:20]=3)[CH2:14][CH2:13]2)=[C:4]([N+:9]([O-])=O)[C:5]([NH2:8])=[N:6][CH:7]=1.CCO.[O:28]1[CH2:33][CH2:32][N:31]([CH2:34][C:35]2[CH:42]=[CH:41][C:38]([CH:39]=O)=[CH:37][CH:36]=2)[CH2:30][CH2:29]1.[O-]S(S([O-])=O)=O.[Na+].[Na+]. (5) Given the product [CH2:9]([C:4]1[CH:5]=[C:6]([O:14][CH3:13])[N:7]=[C:2]([O:17][CH3:16])[N:3]=1)[CH:10]([CH3:12])[CH3:11], predict the reactants needed to synthesize it. The reactants are: Cl[C:2]1[N:7]=[C:6](Cl)[CH:5]=[C:4]([CH2:9][CH:10]([CH3:12])[CH3:11])[N:3]=1.[CH3:13][O-:14].[Na+].[CH3:16][OH:17]. (6) Given the product [C:12](=[O:16])([O:5][CH2:4][CH:1]1[CH2:3][CH2:2]1)[O:13][CH2:14][Cl:15], predict the reactants needed to synthesize it. The reactants are: [CH:1]1([CH2:4][OH:5])[CH2:3][CH2:2]1.N1C=CC=CC=1.[C:12](Cl)(=[O:16])[O:13][CH2:14][Cl:15].C(OCC)C. (7) Given the product [CH2:19]([O:21][C:22]1[CH:23]=[C:24]([CH:30]([N:36]2[C:16](=[O:18])[C:5]3[C:6](=[CH:10][CH:11]=[C:12]([N+:13]([O-:15])=[O:14])[C:4]=3[N+:1]([O-:3])=[O:2])[C:7]2=[O:9])[CH2:31][S:32]([CH3:35])(=[O:34])=[O:33])[CH:25]=[CH:26][C:27]=1[O:28][CH3:29])[CH3:20], predict the reactants needed to synthesize it. The reactants are: [N+:1]([C:4]1[C:12]([N+:13]([O-:15])=[O:14])=[CH:11][CH:10]=[C:6]([C:7]([OH:9])=O)[C:5]=1[C:16]([OH:18])=O)([O-:3])=[O:2].[CH2:19]([O:21][C:22]1[CH:23]=[C:24]([CH:30]([NH2:36])[CH2:31][S:32]([CH3:35])(=[O:34])=[O:33])[CH:25]=[CH:26][C:27]=1[O:28][CH3:29])[CH3:20].